The task is: Predict the reactants needed to synthesize the given product.. This data is from Full USPTO retrosynthesis dataset with 1.9M reactions from patents (1976-2016). (1) Given the product [F:28][C:2]([F:1])([F:27])[C:3]1[CH:22]=[C:21]([C:23]([F:26])([F:25])[F:24])[CH:20]=[CH:19][C:4]=1[CH2:5][N:6]1[CH2:7][CH2:8][CH:9]([CH2:14][OH:15])[CH2:10][CH2:11][C:12]1=[O:13], predict the reactants needed to synthesize it. The reactants are: [F:1][C:2]([F:28])([F:27])[C:3]1[CH:22]=[C:21]([C:23]([F:26])([F:25])[F:24])[CH:20]=[CH:19][C:4]=1[CH2:5][N:6]1[C:12](=[O:13])[CH2:11][CH2:10][CH:9]([C:14](OCC)=[O:15])[CH2:8][CH2:7]1.[BH4-].[Li+].O. (2) Given the product [CH2:25]([N:24]([CH3:30])[C:19]1[C:18]([C:16]([NH:15][C:6]2([C:4]([OH:3])=[O:5])[CH2:7][C:8]3[C:13](=[CH:12][CH:11]=[CH:10][CH:9]=3)[CH2:14]2)=[O:17])=[CH:23][CH:22]=[CH:21][N:20]=1)[CH:26]=[CH2:27], predict the reactants needed to synthesize it. The reactants are: C([O:3][C:4]([C:6]1([NH:15][C:16]([C:18]2[C:19]([NH:24][CH2:25][CH2:26][CH:27]=C)=[N:20][CH:21]=[CH:22][CH:23]=2)=[O:17])[CH2:14][C:13]2[C:8](=[CH:9][CH:10]=[CH:11][CH:12]=2)[CH2:7]1)=[O:5])C.O1CCOC[CH2:30]1.CO. (3) Given the product [NH2:33][C:34]([CH3:45])([CH3:46])[CH2:35][O:36][C:37]1[CH:38]=[CH:39][C:40]([CH2:43][CH2:2][CH2:1][NH:3][C:4]2[CH:9]=[CH:8][CH:7]=[CH:6][C:5]=2[C@H:10]2[CH2:19][CH2:18][C:17]3[CH:16]=[C:15]([OH:20])[CH:14]=[CH:13][C:12]=3[CH2:11]2)=[CH:41][CH:42]=1, predict the reactants needed to synthesize it. The reactants are: [CH2:1]([NH:3][C:4]1[CH:9]=[CH:8][CH:7]=[CH:6][C:5]=1[C@H:10]1[CH2:19][CH2:18][C:17]2[CH:16]=[C:15]([O:20]C(=O)C(C)(C)C)[CH:14]=[CH:13][C:12]=2[CH2:11]1)[CH3:2].C(OC(=O)[NH:33][C:34]([CH3:46])([CH3:45])[CH2:35][O:36][C:37]1[CH:42]=[CH:41][C:40]([CH:43]=O)=[CH:39][CH:38]=1)(C)(C)C. (4) Given the product [Br:19][C:15]1[CH:14]=[C:13]([NH:12][C:5]2[C:4]3[C:9](=[CH:10][CH:11]=[C:2]([NH:1][C:27](=[O:31])[C:28]([CH3:30])=[CH2:29])[CH:3]=3)[N:8]=[CH:7][N:6]=2)[CH:18]=[CH:17][CH:16]=1, predict the reactants needed to synthesize it. The reactants are: [NH2:1][C:2]1[CH:3]=[C:4]2[C:9](=[CH:10][CH:11]=1)[N:8]=[CH:7][N:6]=[C:5]2[NH:12][C:13]1[CH:18]=[CH:17][CH:16]=[C:15]([Br:19])[CH:14]=1.CCN(CC)CC.[C:27](Cl)(=[O:31])[C:28]([CH3:30])=[CH2:29]. (5) The reactants are: [F:1][C:2]1[CH:3]=[C:4]([OH:11])[CH:5]=[CH:6][C:7]=1[N+:8]([O-:10])=[O:9].[H-].[Na+].[CH3:14][Si:15]([CH3:22])([CH3:21])[CH2:16][CH2:17][O:18][CH2:19]Cl.O. Given the product [F:1][C:2]1[CH:3]=[C:4]([CH:5]=[CH:6][C:7]=1[N+:8]([O-:10])=[O:9])[O:11][CH2:19][O:18][CH2:17][CH2:16][Si:15]([CH3:22])([CH3:21])[CH3:14], predict the reactants needed to synthesize it. (6) The reactants are: [Br:1][C:2]1[CH:3]=[C:4]([CH:8]=O)[CH:5]=[N:6][CH:7]=1.C(O)(=O)[CH2:11][C:12]([OH:14])=[O:13].N1CCCCC1. Given the product [Br:1][C:2]1[CH:3]=[C:4]([CH:8]=[CH:11][C:12]([OH:14])=[O:13])[CH:5]=[N:6][CH:7]=1, predict the reactants needed to synthesize it. (7) Given the product [CH3:23][N:24]([CH3:25])[C:19]([CH2:18][CH2:17][CH2:16][C:15]#[C:14][C:10]1[CH:9]=[C:8]([CH:13]=[CH:12][CH:11]=1)[C:6]([NH:5][CH:3]([CH3:4])[CH2:2][OH:1])=[O:7])=[O:21], predict the reactants needed to synthesize it. The reactants are: [OH:1][CH2:2][CH:3]([NH:5][C:6]([C:8]1[CH:9]=[C:10]([C:14]#[C:15][CH2:16][CH2:17][CH2:18][C:19]([OH:21])=O)[CH:11]=[CH:12][CH:13]=1)=[O:7])[CH3:4].Cl.[CH3:23][NH:24][CH3:25].